Dataset: Reaction yield outcomes from USPTO patents with 853,638 reactions. Task: Predict the reaction yield, written as a fraction of the theoretical maximum amount of product (1.0 means a 100% yield; for example, 0.34 means a 34% yield). (1) The reactants are [Br:1][C:2]1[CH:7]=[CH:6][C:5]([C:8]([CH:11]2[CH2:13][CH2:12]2)(O)[CH3:9])=[CH:4][CH:3]=1.[SiH](CC)(CC)CC.C(O)(C(F)(F)F)=O. The catalyst is C(Cl)Cl. The product is [Br:1][C:2]1[CH:7]=[CH:6][C:5]([CH:8]([CH:11]2[CH2:13][CH2:12]2)[CH3:9])=[CH:4][CH:3]=1. The yield is 0.940. (2) The reactants are [CH:1]([C:3]1[CH:8]=[CH:7][C:6]([NH:9][N:10]2[C:18](=[O:19])[C:17]3[C:12](=[CH:13][CH:14]=[CH:15][CH:16]=3)[C:11]2=[O:20])=[CH:5][CH:4]=1)=[CH2:2].N1C=CC=CC=1C1C=CC=CN=1.Br[CH:34]([C:39]1[CH:40]=[C:41]([Cl:47])[C:42]([Cl:46])=[C:43]([Cl:45])[CH:44]=1)[C:35]([F:38])([F:37])[F:36]. The catalyst is ClC1C=CC=CC=1Cl.Cl[Cu]. The product is [F:38][C:35]([F:36])([F:37])[CH:34]([C:39]1[CH:40]=[C:41]([Cl:47])[C:42]([Cl:46])=[C:43]([Cl:45])[CH:44]=1)/[CH:2]=[CH:1]/[C:3]1[CH:4]=[CH:5][C:6]([NH:9][N:10]2[C:18](=[O:19])[C:17]3[C:12](=[CH:13][CH:14]=[CH:15][CH:16]=3)[C:11]2=[O:20])=[CH:7][CH:8]=1. The yield is 0.750.